Dataset: Reaction yield outcomes from USPTO patents with 853,638 reactions. Task: Predict the reaction yield, written as a fraction of the theoretical maximum amount of product (1.0 means a 100% yield; for example, 0.34 means a 34% yield). (1) The reactants are [Cl:1][C:2]1[CH:3]=[C:4]([OH:9])[C:5]([OH:8])=[CH:6][CH:7]=1.[C:10]([O:18]C1C=CC(Cl)=CC=1[O:18][C:10](=[O:17])[C:11]1[CH:16]=[CH:15][CH:14]=[CH:13][CH:12]=1)(=[O:17])[C:11]1[CH:16]=[CH:15][CH:14]=[CH:13][CH:12]=1.C(N(CC)CC)C.C1CCCCC1. The catalyst is C1(C)C=CC=CC=1. The product is [C:10]([OH:18])(=[O:17])[C:11]1[CH:16]=[CH:15][CH:14]=[CH:13][CH:12]=1.[Cl:1][C:2]1[CH:3]=[C:4]([OH:9])[C:5](=[CH:6][CH:7]=1)[OH:8]. The yield is 0.870. (2) The reactants are [C:1]1([CH3:21])[CH:6]=[CH:5][C:4]([S:7]([NH:10][C:11]2[CH:12]=[C:13]3[C:18](=[CH:19][CH:20]=2)[CH:17]=[N:16][CH:15]=[CH:14]3)(=[O:9])=[O:8])=[CH:3][CH:2]=1.[Cl:22]C1C=CC=C(C(OO)=O)C=1.P(Cl)(Cl)(Cl)=O. The catalyst is C(Cl)(Cl)Cl. The product is [Cl:22][C:17]1[C:18]2[C:13](=[CH:12][C:11]([NH:10][S:7]([C:4]3[CH:3]=[CH:2][C:1]([CH3:21])=[CH:6][CH:5]=3)(=[O:8])=[O:9])=[CH:20][CH:19]=2)[CH:14]=[CH:15][N:16]=1. The yield is 0.494. (3) The reactants are [C:1]([O:5][C:6]([N:8]1[CH2:13][CH2:12][CH2:11][CH:10]([C:14]2[S:15][C:16]([C:32](O)=[O:33])=[C:17]([C:19]3[CH:24]=[CH:23][C:22]([O:25][C:26]4[CH:31]=[CH:30][CH:29]=[CH:28][CH:27]=4)=[CH:21][CH:20]=3)[N:18]=2)[CH2:9]1)=[O:7])([CH3:4])([CH3:3])[CH3:2].C[N:36](C(ON1N=NC2C=CC=NC1=2)=[N+](C)C)C.F[P-](F)(F)(F)(F)F.CCN(C(C)C)C(C)C. The catalyst is CN(C=O)C. The product is [C:32]([C:16]1[S:15][C:14]([CH:10]2[CH2:11][CH2:12][CH2:13][N:8]([C:6]([O:5][C:1]([CH3:2])([CH3:3])[CH3:4])=[O:7])[CH2:9]2)=[N:18][C:17]=1[C:19]1[CH:24]=[CH:23][C:22]([O:25][C:26]2[CH:27]=[CH:28][CH:29]=[CH:30][CH:31]=2)=[CH:21][CH:20]=1)(=[O:33])[NH2:36]. The yield is 0.750. (4) The reactants are [C:1]1([C:7]#[C:8][C:9]2[CH:14]=[CH:13][CH:12]=[CH:11][CH:10]=2)[CH:6]=[CH:5][CH:4]=[CH:3][CH:2]=1.CC([O:18][C:19]([S:21][S:21][C:19]([O:18]C(C)C)=[S:20])=[S:20])C. The catalyst is C1(C)C=CC=C(C)C=1. The product is [C:1]1([C:7]2[S:20][C:19](=[O:18])[S:21][C:8]=2[C:9]2[CH:10]=[CH:11][CH:12]=[CH:13][CH:14]=2)[CH:6]=[CH:5][CH:4]=[CH:3][CH:2]=1. The yield is 0.220. (5) The reactants are [Br:1][C:2]1[C:3]([CH3:9])=[C:4]([CH:6]=[CH:7][CH:8]=1)[NH2:5].CO[CH:12]=[C:13]1[C:18](=[O:19])[O:17][C:16]([CH3:21])([CH3:20])[O:15][C:14]1=[O:22]. The catalyst is CC(O)C. The product is [Br:1][C:2]1[C:3]([CH3:9])=[C:4]([NH:5][CH:12]=[C:13]2[C:14](=[O:22])[O:15][C:16]([CH3:20])([CH3:21])[O:17][C:18]2=[O:19])[CH:6]=[CH:7][CH:8]=1. The yield is 0.770.